Dataset: Full USPTO retrosynthesis dataset with 1.9M reactions from patents (1976-2016). Task: Predict the reactants needed to synthesize the given product. (1) Given the product [CH3:2][CH:3]1[CH2:4][N@:5]1[C:6]([O:7][C:8]([CH3:11])([CH3:10])[CH3:9])=[O:12], predict the reactants needed to synthesize it. The reactants are: O[CH2:2][C@H:3]([NH:5][C:6](=[O:12])[O:7][C:8]([CH3:11])([CH3:10])[CH3:9])[CH3:4].CC1C=CC(S(Cl)(=O)=O)=CC=1.[OH-].[K+]. (2) Given the product [C:17]([O:21][C:22](=[O:23])[NH:24][CH2:25][CH2:26][CH2:27][N:12]1[CH2:13][CH2:14][C:9]([C:15]#[N:16])([C:3]2[CH:4]=[CH:5][C:6]([Cl:8])=[CH:7][C:2]=2[Cl:1])[CH2:10][CH2:11]1)([CH3:20])([CH3:19])[CH3:18], predict the reactants needed to synthesize it. The reactants are: [Cl:1][C:2]1[CH:7]=[C:6]([Cl:8])[CH:5]=[CH:4][C:3]=1[C:9]1([C:15]#[N:16])[CH2:14][CH2:13][NH:12][CH2:11][CH2:10]1.[C:17]([O:21][C:22]([NH:24][CH2:25][CH2:26][CH2:27]Br)=[O:23])([CH3:20])([CH3:19])[CH3:18].C(=O)([O-])[O-].[K+].[K+].[I-].[Na+].